This data is from Catalyst prediction with 721,799 reactions and 888 catalyst types from USPTO. The task is: Predict which catalyst facilitates the given reaction. (1) Reactant: [CH:1]1([C:4]2[C:9]([C:10]#N)=[CH:8][CH:7]=[CH:6][N:5]=2)[CH2:3][CH2:2]1.CC(C[AlH]CC(C)C)C.Cl.[OH-:22].[Na+]. The catalyst class is: 11. Product: [CH:1]1([C:4]2[C:9]([CH:10]=[O:22])=[CH:8][CH:7]=[CH:6][N:5]=2)[CH2:3][CH2:2]1. (2) Reactant: [CH2:1]([S:8][CH:9]([CH:34]=O)[CH2:10][NH:11][C:12]([C:14]1[NH:15][C:16]2[C:21]([CH:22]=1)=[CH:20][CH:19]=[CH:18][C:17]=2[N:23]([CH3:33])[S:24]([C:27]1[CH:32]=[CH:31][CH:30]=[CH:29][N:28]=1)(=[O:26])=[O:25])=[O:13])[C:2]1[CH:7]=[CH:6][CH:5]=[CH:4][CH:3]=1.[NH:36]1[CH2:41][CH2:40][S:39](=[O:43])(=[O:42])[CH2:38][CH2:37]1.C(O[BH-](OC(=O)C)OC(=O)C)(=O)C.[Na+].C(O)(=O)CC(CC(O)=O)(C(O)=O)O. Product: [CH2:1]([S:8][CH:9]([CH2:34][N:36]1[CH2:41][CH2:40][S:39](=[O:43])(=[O:42])[CH2:38][CH2:37]1)[CH2:10][NH:11][C:12]([C:14]1[NH:15][C:16]2[C:21]([CH:22]=1)=[CH:20][CH:19]=[CH:18][C:17]=2[N:23]([CH3:33])[S:24]([C:27]1[CH:32]=[CH:31][CH:30]=[CH:29][N:28]=1)(=[O:26])=[O:25])=[O:13])[C:2]1[CH:7]=[CH:6][CH:5]=[CH:4][CH:3]=1. The catalyst class is: 26. (3) Reactant: [H-].[Na+].[NH2:3][C@H:4]([C:7]1[CH:12]=[CH:11][CH:10]=[C:9]([F:13])[CH:8]=1)[CH2:5][OH:6].Cl[CH2:15][C:16](OCC)=[O:17]. Product: [F:13][C:9]1[CH:8]=[C:7]([C@H:4]2[NH:3][C:16](=[O:17])[CH2:15][O:6][CH2:5]2)[CH:12]=[CH:11][CH:10]=1. The catalyst class is: 1. (4) Reactant: I[C:2]1[C:10]2[C:5](=[N:6][CH:7]=[CH:8][CH:9]=2)[N:4]([CH2:11][O:12][CH2:13][CH2:14][Si:15]([CH3:18])([CH3:17])[CH3:16])[N:3]=1.CC1(C)C(C)(C)OB([C:27]2[CH2:32][CH2:31][N:30]([C:33]([O:35][C:36]([CH3:39])([CH3:38])[CH3:37])=[O:34])[CH2:29][CH:28]=2)O1.C([O-])([O-])=O.[Cs+].[Cs+].O. Product: [CH3:16][Si:15]([CH3:18])([CH3:17])[CH2:14][CH2:13][O:12][CH2:11][N:4]1[C:5]2=[N:6][CH:7]=[CH:8][CH:9]=[C:10]2[C:2]([C:27]2[CH2:32][CH2:31][N:30]([C:33]([O:35][C:36]([CH3:39])([CH3:38])[CH3:37])=[O:34])[CH2:29][CH:28]=2)=[N:3]1. The catalyst class is: 438. (5) The catalyst class is: 24. Product: [N:1]1[CH:6]=[CH:5][CH:4]=[C:3]([C:7]([OH:9])=[O:8])[CH:2]=1. Reactant: [N:1]1[CH:6]=[CH:5][CH:4]=[C:3]([C:7]([O-:9])=[O:8])[CH:2]=1.[OH-].[K+].